This data is from Forward reaction prediction with 1.9M reactions from USPTO patents (1976-2016). The task is: Predict the product of the given reaction. (1) The product is: [F:1][C:2]1[CH:3]=[N:4][C:5]2[C:10]([C:11]=1[CH2:12][CH2:13][N:14]1[CH2:19][CH:18]3[CH:16]([CH:17]3[NH2:20])[CH2:15]1)=[N:9][C:8]([O:35][CH3:36])=[CH:7][CH:6]=2. Given the reactants [F:1][C:2]1[CH:3]=[N:4][C:5]2[C:10]([C:11]=1[CH2:12][CH2:13][N:14]1[CH2:19][CH:18]3[CH:16]([CH:17]3[N:20](CC3C=CC=CC=3)CC3C=CC=CC=3)[CH2:15]1)=[N:9][C:8]([O:35][CH3:36])=[CH:7][CH:6]=2, predict the reaction product. (2) The product is: [NH3:2].[CH3:33][N:2]([CH3:1])[CH2:3][CH2:4][N:5]1[C:29](=[O:30])[N:8]2[CH:9]([C:22]3[CH:27]=[CH:26][CH:25]=[C:24]([OH:28])[CH:23]=3)[C:10]3[NH:11][C:12]4[C:17]([C:18]=3[CH2:19][C:7]2([CH3:31])[C:6]1=[O:32])=[CH:16][C:15]([OH:20])=[CH:14][CH:13]=4. Given the reactants [CH3:1][N:2]([CH3:33])[CH2:3][CH2:4][N:5]1[C:29](=[O:30])[N:8]2[CH:9]([C:22]3[CH:27]=[CH:26][CH:25]=[C:24]([OH:28])[CH:23]=3)[C:10]3[NH:11][C:12]4[C:17]([C:18]=3[CH2:19][C:7]2([CH3:31])[C:6]1=[O:32])=[CH:16][C:15]([O:20]C)=[CH:14][CH:13]=4.C(=O)(O)[O-].[Na+], predict the reaction product.